From a dataset of Forward reaction prediction with 1.9M reactions from USPTO patents (1976-2016). Predict the product of the given reaction. (1) Given the reactants [C:1]1([C:7]2([C:27]3[CH:32]=[CH:31][CH:30]=[CH:29][CH:28]=3)[CH2:15][C:14]3[N:13](S(C4C=CC(C)=CC=4)(=O)=O)[N:12]=[C:11]([NH2:26])[C:10]=3[CH:9]=[CH:8]2)[CH:6]=[CH:5][CH:4]=[CH:3][CH:2]=1.C(N(CC)CC)C.[C:40](Cl)(=[O:47])[C:41]1[CH:46]=[CH:45][CH:44]=[CH:43][CH:42]=1, predict the reaction product. The product is: [C:1]1([C:7]2([C:27]3[CH:28]=[CH:29][CH:30]=[CH:31][CH:32]=3)[CH2:15][C:14]3[NH:13][N:12]=[C:11]([NH:26][C:40](=[O:47])[C:41]4[CH:46]=[CH:45][CH:44]=[CH:43][CH:42]=4)[C:10]=3[CH:9]=[CH:8]2)[CH:6]=[CH:5][CH:4]=[CH:3][CH:2]=1. (2) The product is: [CH:1]1([C:4]2[CH:9]=[CH:8][N:7]=[C:6]([C:10]3[C:18]4[C:13](=[CH:14][C:15]([F:28])=[C:16]([C:19]5[O:23][C:22]([NH:24][CH:25]([CH3:26])[CH3:27])=[N:21][N:20]=5)[CH:17]=4)[NH:12][CH:11]=3)[N:5]=2)[CH2:3][CH2:2]1. Given the reactants [CH:1]1([C:4]2[CH:9]=[CH:8][N:7]=[C:6]([C:10]3[C:18]4[C:13](=[CH:14][C:15]([F:28])=[C:16]([C:19]5[O:23][C:22]([NH:24][CH:25]([CH3:27])[CH3:26])=[N:21][N:20]=5)[CH:17]=4)[N:12](S(C4C=CC(C)=CC=4)(=O)=O)[CH:11]=3)[N:5]=2)[CH2:3][CH2:2]1.O1CCOCC1.[OH-].[Na+], predict the reaction product. (3) Given the reactants [C:9](O[C:9]([O:11][C:12]([CH3:15])([CH3:14])[CH3:13])=[O:10])([O:11][C:12]([CH3:15])([CH3:14])[CH3:13])=[O:10].[C:16](=[O:19])([O-])[O-].[Na+].[Na+].[Cl-].[NH4+:23].O1[CH2:28][CH2:27][CH2:26][CH2:25]1, predict the reaction product. The product is: [C:12]([O:11][C:9]([C:16]([NH2:23])([OH:19])[C@@H:27]([CH3:28])[C:26]#[CH:25])=[O:10])([CH3:13])([CH3:14])[CH3:15].